From a dataset of Catalyst prediction with 721,799 reactions and 888 catalyst types from USPTO. Predict which catalyst facilitates the given reaction. (1) Reactant: Cl.Cl.[NH2:3][C:4]1[CH:9]=[CH:8][N:7]=[C:6]([CH2:10][CH2:11][C:12]2[CH:13]=[C:14]([NH:18][C:19]3[C:24]([Cl:25])=[CH:23][N:22]=[C:21](Cl)[N:20]=3)[CH:15]=[CH:16][CH:17]=2)[CH:5]=1.C(N(CC)CC)C.CC1(C)C2C=CC=C(P(C3C=CC=CC=3)C3C=CC=CC=3)C=2OC2C1=CC=CC=2P(C1C=CC=CC=1)C1C=CC=CC=1.C(=O)([O-])[O-].[Cs+].[Cs+]. Product: [Cl:25][C:24]1[CH:23]=[N:22][C:21]2[NH:3][C:4]3[CH:9]=[CH:8][N:7]=[C:6]([CH:5]=3)[CH2:10][CH2:11][C:12]3[CH:13]=[C:14]([NH:18][C:19]=1[N:20]=2)[CH:15]=[CH:16][CH:17]=3. The catalyst class is: 160. (2) Reactant: [CH3:1][C:2]1[N:6]2[CH:7]=[CH:8][CH:9]=[CH:10][C:5]2=[N:4][C:3]=1[CH2:11][OH:12]. Product: [CH3:1][C:2]1[N:6]2[CH:7]=[CH:8][CH:9]=[CH:10][C:5]2=[N:4][C:3]=1[CH:11]=[O:12]. The catalyst class is: 485. (3) Reactant: [CH2:1]([C:8]1[NH:16][C:15]2[C:14](=[O:17])[N:13]([CH2:18][CH2:19][CH3:20])[C:12](=[O:21])[N:11]([CH2:22][CH2:23][C:24]3[CH:29]=[CH:28][C:27]([N+:30]([O-])=O)=[CH:26][CH:25]=3)[C:10]=2[N:9]=1)[C:2]1[CH:7]=[CH:6][CH:5]=[CH:4][CH:3]=1.O.NN.[H][H]. Product: [NH2:30][C:27]1[CH:26]=[CH:25][C:24]([CH2:23][CH2:22][N:11]2[C:10]3[N:9]=[C:8]([CH2:1][C:2]4[CH:3]=[CH:4][CH:5]=[CH:6][CH:7]=4)[NH:16][C:15]=3[C:14](=[O:17])[N:13]([CH2:18][CH2:19][CH3:20])[C:12]2=[O:21])=[CH:29][CH:28]=1. The catalyst class is: 45. (4) Reactant: C(OC([N:8]1[CH2:26][CH2:25][N:11]2[C:12](=[O:24])[C:13]3[C:18]([C@@H:10]2[CH2:9]1)=[CH:17][C:16]([Br:19])=[CH:15][C:14]=3[C:20]([F:23])([F:22])[F:21])=O)(C)(C)C.[ClH:27]. Product: [ClH:27].[Br:19][C:16]1[CH:17]=[C:18]2[C:13]([C:12](=[O:24])[N:11]3[CH2:25][CH2:26][NH:8][CH2:9][C@H:10]32)=[C:14]([C:20]([F:23])([F:22])[F:21])[CH:15]=1. The catalyst class is: 27. (5) Reactant: [CH2:1]([O:3][C:4]1[C:8]([CH2:9][CH2:10][CH2:11][O:12][C:13]2[CH:18]=[CH:17][C:16]([CH2:19][CH2:20][C:21]([O:23]CC)=[O:22])=[CH:15][C:14]=2[OH:26])=[CH:7][N:6]([C:27]2[CH:32]=[CH:31][C:30]([C:33]([F:36])([F:35])[F:34])=[CH:29][N:28]=2)[N:5]=1)[CH3:2].C(=O)([O-])[O-].[K+].[K+].I[CH2:44][CH2:45][CH3:46].CN(C)C=O. Product: [CH2:1]([O:3][C:4]1[C:8]([CH2:9][CH2:10][CH2:11][O:12][C:13]2[CH:18]=[CH:17][C:16]([CH2:19][CH2:20][C:21]([OH:23])=[O:22])=[CH:15][C:14]=2[O:26][CH2:44][CH2:45][CH3:46])=[CH:7][N:6]([C:27]2[CH:32]=[CH:31][C:30]([C:33]([F:35])([F:34])[F:36])=[CH:29][N:28]=2)[N:5]=1)[CH3:2]. The catalyst class is: 6. (6) Reactant: CC1C=CC(S(O[CH2:12][CH2:13][O:14][CH2:15][CH2:16][F:17])(=O)=O)=CC=1.[Cl:18][C:19]1[CH:24]=[CH:23][C:22]([C@H:25]2[C@H:30]([OH:31])[C@@H:29]([OH:32])[C@H:28]([OH:33])[C@@H:27]([CH2:34][OH:35])[O:26]2)=[CH:21][C:20]=1[CH2:36][C:37]1[CH:42]=[CH:41][C:40]([OH:43])=[CH:39][CH:38]=1.C(=O)([O-])[O-].[Cs+].[Cs+]. Product: [Cl:18][C:19]1[CH:24]=[CH:23][C:22]([C@H:25]2[C@H:30]([OH:31])[C@@H:29]([OH:32])[C@H:28]([OH:33])[C@@H:27]([CH2:34][OH:35])[O:26]2)=[CH:21][C:20]=1[CH2:36][C:37]1[CH:38]=[CH:39][C:40]([O:43][CH2:12][CH2:13][O:14][CH2:15][CH2:16][F:17])=[CH:41][CH:42]=1. The catalyst class is: 369. (7) Reactant: [F:1][C:2]1[CH:3]=[C:4]2[C:9](=[CH:10][CH:11]=1)[N:8]=[CH:7][C:6]([C:12]1[CH:13]=[N:14][N:15]3[C:20]([N:21](COCC[Si](C)(C)C)COCC[Si](C)(C)C)=[CH:19][C:18]([CH:38]([NH:40][CH:41]4[CH2:46][CH2:45][O:44][CH2:43][CH2:42]4)[CH3:39])=[N:17][C:16]=13)=[CH:5]2.Cl.C(O)CO.C([O-])(O)=O.[Na+]. Product: [F:1][C:2]1[CH:3]=[C:4]2[C:9](=[CH:10][CH:11]=1)[N:8]=[CH:7][C:6]([C:12]1[CH:13]=[N:14][N:15]3[C:20]([NH2:21])=[CH:19][C:18]([CH:38]([NH:40][CH:41]4[CH2:42][CH2:43][O:44][CH2:45][CH2:46]4)[CH3:39])=[N:17][C:16]=13)=[CH:5]2. The catalyst class is: 12. (8) The catalyst class is: 91. Product: [CH2:50]([O:49][C:47]1[C:46](=[O:52])[N:25]([C:24]2[CH:26]=[CH:27][C:21]([F:20])=[CH:22][CH:23]=2)[CH:30]([C:31]([O:33][CH3:34])=[O:32])[C:29]=1[C:28]([O:36][CH3:37])=[O:35])[CH3:51]. Reactant: C1(P(C2C=CC=CC=2)C2C=CC=CC=2)C=CC=CC=1.[F:20][C:21]1[CH:27]=[CH:26][C:24]([NH2:25])=[CH:23][CH:22]=1.[C:28]([O:36][CH3:37])(=[O:35])[C:29]#[C:30][C:31]([O:33][CH3:34])=[O:32].C(N(CC)CC)C.Cl[C:46](=[O:52])[C:47]([O:49][CH2:50][CH3:51])=O. (9) Reactant: Cl[CH2:2][C:3]1[C:7]2[CH:8]=[CH:9][C:10]([O:12][C:13]3[S:14][C:15]4[C:16]([N:21]=3)=[N:17][CH:18]=[CH:19][CH:20]=4)=[CH:11][C:6]=2[O:5][CH:4]=1.C([O-])([O-])=O.[K+].[K+].[CH:28]12[NH:35][CH:32]([CH2:33][CH2:34]1)[CH2:31][N:30]([C:36](=[O:38])[CH3:37])[CH2:29]2. Product: [S:14]1[C:15]2[C:16](=[N:17][CH:18]=[CH:19][CH:20]=2)[N:21]=[C:13]1[O:12][C:10]1[CH:9]=[CH:8][C:7]2[C:3]([CH2:2][N:35]3[CH:28]4[CH2:34][CH2:33][CH:32]3[CH2:31][N:30]([C:36](=[O:38])[CH3:37])[CH2:29]4)=[CH:4][O:5][C:6]=2[CH:11]=1. The catalyst class is: 705.